From a dataset of Full USPTO retrosynthesis dataset with 1.9M reactions from patents (1976-2016). Predict the reactants needed to synthesize the given product. Given the product [N:28]1([CH2:33][C:34]2[CH:35]=[CH:36][C:37]([NH:40][C:4]([C:6]3[C:7]4[N:8]=[CH:9][CH:10]=[N:11][C:12]=4[C:13]([C:16]4[C:21]([F:22])=[C:20]([O:23][CH3:24])[CH:19]=[C:18]([O:25][CH3:26])[C:17]=4[Cl:27])=[CH:14][CH:15]=3)=[O:5])=[N:38][CH:39]=2)[CH:32]=[CH:31][N:30]=[CH:29]1, predict the reactants needed to synthesize it. The reactants are: C(O[C:4]([C:6]1[C:7]2[N:8]=[CH:9][CH:10]=[N:11][C:12]=2[C:13]([C:16]2[C:21]([F:22])=[C:20]([O:23][CH3:24])[CH:19]=[C:18]([O:25][CH3:26])[C:17]=2[Cl:27])=[CH:14][CH:15]=1)=[O:5])C.[N:28]1([CH2:33][C:34]2[CH:35]=[CH:36][C:37]([NH2:40])=[N:38][CH:39]=2)[CH:32]=[CH:31][N:30]=[CH:29]1.C[Al](C)C.C([O-])(O)=O.[Na+].